Dataset: Retrosynthesis with 50K atom-mapped reactions and 10 reaction types from USPTO. Task: Predict the reactants needed to synthesize the given product. (1) Given the product CC(=O)SCC(C)C(=O)N[C@@H](Cc1ccccc1)C(=O)O, predict the reactants needed to synthesize it. The reactants are: CC(=O)SCC(C)C(=O)Cl.N[C@@H](Cc1ccccc1)C(=O)O. (2) Given the product O=[N+]([O-])c1ccc(-c2cc3c(N4CCc5ccccc54)ncnc3[nH]2)cc1, predict the reactants needed to synthesize it. The reactants are: O=[N+]([O-])c1ccc(-c2cc3c(Cl)ncnc3[nH]2)cc1.c1ccc2c(c1)CCN2. (3) Given the product CC[C@@H](NC(=O)c1c(C)c(C(=O)N2CCC[C@@H]2C)n2c1COCC2)c1ccc(C(F)(F)F)nc1, predict the reactants needed to synthesize it. The reactants are: CC[C@@H](NC(=O)c1c(Br)c(C(=O)N2CCC[C@@H]2C)n2c1COCC2)c1ccc(C(F)(F)F)nc1.CN(C)C=O.